Task: Predict the reaction yield, written as a fraction of the theoretical maximum amount of product (1.0 means a 100% yield; for example, 0.34 means a 34% yield).. Dataset: Reaction yield outcomes from USPTO patents with 853,638 reactions (1) The reactants are [Cl:1][C:2]1[CH:17]=[C:16]([Cl:18])[C:15]([O:19]CC2C=CC(OC)=CC=2)=[CH:14][C:3]=1[O:4][C:5]1[N:9]([CH3:10])[N:8]=[C:7]([CH3:11])[C:6]=1[CH:12]=O.O.NN.[OH-].[K+].S(=O)(=O)(O)O.[OH-].[Na+].C(=O)([O-])O.[Na+]. The catalyst is O.O1CCCC1.C(O)COCCO. The product is [Cl:18][C:16]1[CH:17]=[C:2]([Cl:1])[C:3]([O:4][C:5]2[N:9]([CH3:10])[N:8]=[C:7]([CH3:11])[C:6]=2[CH3:12])=[CH:14][C:15]=1[OH:19]. The yield is 0.650. (2) The reactants are [Br:1][C:2]1[C:6]2[N:7]=[C:8](Cl)[N:9]=[C:10]([C:11]3[O:12][CH:13]=[CH:14][CH:15]=3)[C:5]=2[S:4][CH:3]=1.[CH2:17]([CH2:19][NH2:20])[OH:18].O. The catalyst is CN1CCCC1=O. The product is [Br:1][C:2]1[C:6]2[N:7]=[C:8]([NH:20][CH2:19][CH2:17][OH:18])[N:9]=[C:10]([C:11]3[O:12][CH:13]=[CH:14][CH:15]=3)[C:5]=2[S:4][CH:3]=1. The yield is 0.380. (3) The reactants are Br[C:2]1[CH:3]=[C:4]2[C:9](=[C:10]([O:12][CH2:13][O:14][CH2:15][CH2:16][Si:17]([CH3:20])([CH3:19])[CH3:18])[CH:11]=1)[N:8]=[CH:7][N:6]([CH2:21][O:22][CH2:23][CH2:24][Si:25]([CH3:28])([CH3:27])[CH3:26])[C:5]2=[O:29].[F:30][C:31]1[CH:36]=[CH:35][C:34](B(O)O)=[CH:33][CH:32]=1.C1C2C(=CC=CC=2)CCC=1B(O)O.C(=O)([O-])[O-].[K+].[K+]. The catalyst is C1(P([C-]2C=CC=C2)C2C=CC=CC=2)C=CC=CC=1.[C-]1(P(C2C=CC=CC=2)C2C=CC=CC=2)C=CC=C1.[Fe+2].[Pd](Cl)Cl.CN(C)C=O.O1CCOCC1. The product is [F:30][C:31]1[CH:36]=[CH:35][C:34]([C:2]2[CH:3]=[C:4]3[C:9](=[C:10]([O:12][CH2:13][O:14][CH2:15][CH2:16][Si:17]([CH3:20])([CH3:19])[CH3:18])[CH:11]=2)[N:8]=[CH:7][N:6]([CH2:21][O:22][CH2:23][CH2:24][Si:25]([CH3:28])([CH3:27])[CH3:26])[C:5]3=[O:29])=[CH:33][CH:32]=1. The yield is 0.410.